Dataset: Forward reaction prediction with 1.9M reactions from USPTO patents (1976-2016). Task: Predict the product of the given reaction. (1) Given the reactants [F:1][C:2]1[CH:7]=[CH:6][C:5]([C:8]2[O:9][CH:10]=[C:11]([CH:13]([CH2:19][NH2:20])[CH2:14][CH2:15][N:16]([CH3:18])[CH3:17])[N:12]=2)=[CH:4][CH:3]=1.[F:21][C:22]([F:38])([F:37])[C:23]1[O:27][N:26]=[C:25]([C:28]2[CH:29]=[N:30][CH:31]=[C:32]([CH:36]=2)[C:33](O)=[O:34])[N:24]=1, predict the reaction product. The product is: [CH3:17][N:16]([CH3:18])[CH2:15][CH2:14][CH:13]([C:11]1[N:12]=[C:8]([C:5]2[CH:4]=[CH:3][C:2]([F:1])=[CH:7][CH:6]=2)[O:9][CH:10]=1)[CH2:19][NH:20][C:33](=[O:34])[C:32]1[CH:36]=[C:28]([C:25]2[N:24]=[C:23]([C:22]([F:38])([F:37])[F:21])[O:27][N:26]=2)[CH:29]=[N:30][CH:31]=1. (2) Given the reactants [NH:1]([C:9]([O:11][C:12]([CH3:15])([CH3:14])[CH3:13])=[O:10])[C@H:2]([C:6]([OH:8])=[O:7])[C@@H:3]([CH3:5])[OH:4].Br[CH2:17][C:18]([C:20]1[CH:25]=[CH:24][CH:23]=[CH:22][CH:21]=1)=[O:19], predict the reaction product. The product is: [CH2:17]([O:7][C:6](=[O:8])[C@H:2]([C@@H:3]([CH3:5])[OH:4])[NH:1][C:9]([O:11][C:12]([CH3:14])([CH3:13])[CH3:15])=[O:10])[C:18]([C:20]1[CH:25]=[CH:24][CH:23]=[CH:22][CH:21]=1)=[O:19].